Dataset: Forward reaction prediction with 1.9M reactions from USPTO patents (1976-2016). Task: Predict the product of the given reaction. (1) Given the reactants C(Cl)(=O)C(Cl)=O.CS(C)=O.[CH3:11][C:12]1[CH:17]=[CH:16][C:15]([S:18]([O:21][C@@H:22]([CH2:92][C:93]([Br:95])=[CH2:94])[CH2:23][CH2:24][C@@:25]23[O:91][C@@H:28]4[C@H:29]5[C@@H:34]([O:35][C@@H:27]4[CH2:26]2)[C@@H:33]([O:36]3)[C@H:32]2[O:37][C@@H:38]([CH2:41][C:42](=[O:90])[CH2:43][C@@H:44]3[C@@H:48]([O:49][CH3:50])[C@@H:47]([CH2:51][C@H:52]([O:62][Si:63]([C:66]([CH3:69])([CH3:68])[CH3:67])([CH3:65])[CH3:64])[CH2:53][O:54][Si:55]([C:58]([CH3:61])([CH3:60])[CH3:59])([CH3:57])[CH3:56])[O:46][C@H:45]3[CH2:70][C@@H:71]3[C:76](=[CH2:77])[C@H:75]([CH3:78])[CH2:74][C@H:73]([CH2:79][CH2:80][CH2:81][O:82][Si](CC)(CC)CC)[O:72]3)[CH2:39][CH2:40][C@@H:31]2[O:30]5)(=[O:20])=[O:19])=[CH:14][CH:13]=1.C(N(CC)CC)C, predict the reaction product. The product is: [CH3:11][C:12]1[CH:17]=[CH:16][C:15]([S:18]([O:21][C@@H:22]([CH2:92][C:93]([Br:95])=[CH2:94])[CH2:23][CH2:24][C@@:25]23[O:91][C@@H:28]4[C@H:29]5[C@@H:34]([O:35][C@@H:27]4[CH2:26]2)[C@@H:33]([O:36]3)[C@H:32]2[O:37][C@@H:38]([CH2:41][C:42](=[O:90])[CH2:43][C@@H:44]3[C@@H:48]([O:49][CH3:50])[C@@H:47]([CH2:51][C@H:52]([O:62][Si:63]([C:66]([CH3:67])([CH3:69])[CH3:68])([CH3:64])[CH3:65])[CH2:53][O:54][Si:55]([C:58]([CH3:61])([CH3:59])[CH3:60])([CH3:56])[CH3:57])[O:46][C@H:45]3[CH2:70][C@@H:71]3[C:76](=[CH2:77])[C@H:75]([CH3:78])[CH2:74][C@H:73]([CH2:79][CH2:80][CH:81]=[O:82])[O:72]3)[CH2:39][CH2:40][C@@H:31]2[O:30]5)(=[O:20])=[O:19])=[CH:14][CH:13]=1. (2) The product is: [C:17]([N:1]1[CH2:5][CH:4]=[CH:3][CH2:2]1)([O:16][C:12]([CH3:15])([CH3:14])[CH3:13])=[O:18]. Given the reactants [NH:1]1[CH2:5][CH:4]=[CH:3][CH2:2]1.C1COCC1.O.[C:12]([O:16][C:17](O[C:17]([O:16][C:12]([CH3:15])([CH3:14])[CH3:13])=[O:18])=[O:18])([CH3:15])([CH3:14])[CH3:13], predict the reaction product. (3) Given the reactants CC1C=CC(S(O[CH2:12][CH:13]2[CH2:17][C:16]3[CH:18]=[C:19]([F:30])[CH:20]=[C:21]([C:22]4[C:27]([Cl:28])=[CH:26][CH:25]=[CH:24][C:23]=4[Cl:29])[C:15]=3[O:14]2)(=O)=O)=CC=1.[NH2:31][CH2:32][CH:33]1[CH2:35][CH2:34]1, predict the reaction product. The product is: [CH:33]1([CH2:32][NH:31][CH2:12][CH:13]2[CH2:17][C:16]3[CH:18]=[C:19]([F:30])[CH:20]=[C:21]([C:22]4[C:23]([Cl:29])=[CH:24][CH:25]=[CH:26][C:27]=4[Cl:28])[C:15]=3[O:14]2)[CH2:35][CH2:34]1. (4) Given the reactants [N:1]1([C:7]2[N:12]=[C:11]([O:13][CH:14]3[CH2:19][CH2:18][O:17][CH2:16][CH2:15]3)[N:10]=[C:9]([C:20]3[CH:26]=[CH:25][C:23]([NH2:24])=[CH:22][CH:21]=3)[N:8]=2)[CH2:6][CH2:5][O:4][CH2:3][CH2:2]1.[N:27]1[CH:32]=[CH:31][CH:30]=[C:29]([N:33]=[C:34]=[O:35])[CH:28]=1, predict the reaction product. The product is: [N:1]1([C:7]2[N:12]=[C:11]([O:13][CH:14]3[CH2:15][CH2:16][O:17][CH2:18][CH2:19]3)[N:10]=[C:9]([C:20]3[CH:26]=[CH:25][C:23]([NH:24][C:34]([NH:33][C:29]4[CH:28]=[N:27][CH:32]=[CH:31][CH:30]=4)=[O:35])=[CH:22][CH:21]=3)[N:8]=2)[CH2:2][CH2:3][O:4][CH2:5][CH2:6]1. (5) Given the reactants [CH:1]1([CH2:6][C@H:7]([CH2:24][N:25]([CH:34]=[O:35])[O:26]CC2C=CC=CC=2)[C:8]([N:10]2[C@H:14]([C:15]([NH:17][C:18]3[CH:23]=[CH:22][N:21]=[CH:20][N:19]=3)=[O:16])[CH2:13][CH:12]=[N:11]2)=[O:9])[CH2:5][CH2:4][CH2:3][CH2:2]1, predict the reaction product. The product is: [CH:1]1([CH2:6][C@H:7]([CH2:24][N:25]([CH:34]=[O:35])[OH:26])[C:8]([N:10]2[C@H:14]([C:15]([NH:17][C:18]3[CH:23]=[CH:22][N:21]=[CH:20][N:19]=3)=[O:16])[CH2:13][CH:12]=[N:11]2)=[O:9])[CH2:2][CH2:3][CH2:4][CH2:5]1. (6) Given the reactants [SH:1][C:2]1[S:3][CH:4]=[CH:5][N:6]=1.Br[CH2:8][C:9](=[O:15])[C:10]([O:12][CH2:13][CH3:14])=[O:11], predict the reaction product. The product is: [CH2:13]([O:12][C:10](=[O:11])[C:9](=[O:15])[CH2:8][S:1][C:2]1[S:3][CH2:4][CH2:5][N:6]=1)[CH3:14]. (7) Given the reactants [CH2:1]([C:5]1[N:9]([CH2:10][C:11]2[CH:16]=[CH:15][C:14]([C:17]3[CH:22]=[CH:21][CH:20]=[CH:19][C:18]=3[C:23]#[N:24])=[CH:13][CH:12]=2)[C:8](=[O:25])[C:7]2([CH2:29][CH2:28][CH2:27][CH2:26]2)[N:6]=1)[CH2:2][CH2:3][CH3:4].[N-:30]=[N+:31]=[N-:32].[Na+].Cl.Cl.N1CCNCC1, predict the reaction product. The product is: [CH3:4][CH2:3][CH2:2][CH2:1][C:5]1[N:9]([CH2:10][C:11]2[CH:16]=[CH:15][C:14]([C:17]3[CH:22]=[CH:21][CH:20]=[CH:19][C:18]=3[C:23]3[N:32]=[N:31][NH:30][N:24]=3)=[CH:13][CH:12]=2)[C:8](=[O:25])[C:7]2([CH2:26][CH2:27][CH2:28][CH2:29]2)[N:6]=1.